The task is: Predict the reactants needed to synthesize the given product.. This data is from Full USPTO retrosynthesis dataset with 1.9M reactions from patents (1976-2016). (1) Given the product [N:1]1([NH:7][C:8]([C:10]2[N:11]=[C:12]([C:25]3[CH:30]=[CH:29][C:28]([Cl:31])=[CH:27][C:26]=3[Cl:32])[N:13]([C:17]3[CH:18]=[CH:19][C:20]([OH:23])=[CH:21][CH:22]=3)[C:14]=2[CH2:15][OH:16])=[O:9])[CH2:6][CH2:5][CH2:4][CH2:3][CH2:2]1, predict the reactants needed to synthesize it. The reactants are: [N:1]1([NH:7][C:8]([C:10]2[N:11]=[C:12]([C:25]3[CH:30]=[CH:29][C:28]([Cl:31])=[CH:27][C:26]=3[Cl:32])[N:13]([C:17]3[CH:22]=[CH:21][C:20]([O:23]C)=[CH:19][CH:18]=3)[C:14]=2[CH2:15][OH:16])=[O:9])[CH2:6][CH2:5][CH2:4][CH2:3][CH2:2]1.B(Br)(Br)Br. (2) Given the product [F:1][C:2]1[CH:3]=[C:4]([C:9]2[C:18]3[C:13](=[CH:14][CH:15]=[CH:16][CH:17]=3)[CH:12]=[CH:11][C:10]=2[CH:19]([NH2:21])[CH3:20])[CH:5]=[C:6]([F:8])[CH:7]=1, predict the reactants needed to synthesize it. The reactants are: [F:1][C:2]1[CH:3]=[C:4]([C:9]2[C:18]3[C:13](=[CH:14][CH:15]=[CH:16][CH:17]=3)[CH:12]=[CH:11][C:10]=2[CH:19]([NH:21]S(C(C)(C)C)=O)[CH3:20])[CH:5]=[C:6]([F:8])[CH:7]=1.Cl.